This data is from Forward reaction prediction with 1.9M reactions from USPTO patents (1976-2016). The task is: Predict the product of the given reaction. (1) Given the reactants Br[CH2:2][C:3]1[CH:8]=[CH:7][C:6]([C:9]2[CH:14]=[CH:13][CH:12]=[C:11]([S:15]([CH3:18])(=[O:17])=[O:16])[CH:10]=2)=[CH:5][CH:4]=1.[C:19]([O-:22])(=[S:21])[CH3:20].[K+].C(OCC)C, predict the reaction product. The product is: [CH3:18][S:15]([C:11]1[CH:10]=[C:9]([C:6]2[CH:7]=[CH:8][C:3]([CH2:2][S:21][C:19](=[O:22])[CH3:20])=[CH:4][CH:5]=2)[CH:14]=[CH:13][CH:12]=1)(=[O:17])=[O:16]. (2) Given the reactants [C:1]([C:4]1[C:8]2[CH2:9][N:10]([C:13]([O:15][C:16]([CH3:19])([CH3:18])[CH3:17])=[O:14])[CH2:11][CH2:12][C:7]=2[N:6]([C:20]2[CH:25]=[C:24](I)[CH:23]=[CH:22][N:21]=2)[N:5]=1)(=[O:3])[NH2:2].[C:27]([C@:29]1([OH:36])[CH2:33][CH2:32][N:31]([CH3:34])[C:30]1=[O:35])#[CH:28], predict the reaction product. The product is: [C:1]([C:4]1[C:8]2[CH2:9][N:10]([C:13]([O:15][C:16]([CH3:19])([CH3:18])[CH3:17])=[O:14])[CH2:11][CH2:12][C:7]=2[N:6]([C:20]2[CH:25]=[C:24]([C:28]#[C:27][C@:29]3([OH:36])[CH2:33][CH2:32][N:31]([CH3:34])[C:30]3=[O:35])[CH:23]=[CH:22][N:21]=2)[N:5]=1)(=[O:3])[NH2:2].